From a dataset of Experimentally validated miRNA-target interactions with 360,000+ pairs, plus equal number of negative samples. Binary Classification. Given a miRNA mature sequence and a target amino acid sequence, predict their likelihood of interaction. (1) The miRNA is hsa-miR-6845-5p with sequence CGGGGCCAGAGCAGAGAGC. The protein sequence of the target gene is MAAAGSRKRRLAELTVDEFLASGFDSESESESENSPQAETREAREAARSPDKPGGSPSASRRKGRASEHKDQLSRLKDRDPEFYKFLQENDQSLLNFSDSDSSEEEEGPFHSLPDVLEEASEEEDGAEEGEDGDRVPRGLKGKKNSVPVTVAMVERWKQAAKQRLTPKLFHEVVQAFRAAVATTRGDQESAEANKFQVTDSAAFNALVTFCIRDLIGCLQKLLFGKVAKDSSRMLQPSSSPLWGKLRVDIKAYLGSAIQLVSCLSETTVLAAVLRHISVLVPCFLTFPKQCRMLLKRMVI.... Result: 1 (interaction). (2) The miRNA is hsa-miR-2276-5p with sequence GCCCUCUGUCACCUUGCAGACG. The protein sequence of the target gene is MASEGASIPSPVVRQIDKQFLICSICLERYKNPKVLPCLHTFCERCLQNYIPAHSLTLSCPVCRQTSILPEKGVAALQNNFFITNLMDVLQRTPGSNGEDSSILETVTAVAAGKPLSCPNHDGNVMEFYCQSCETAMCRECTEGEHAEHPTVPLKDVVEQHKASLQVQLDAVNKRLPEIDSALQFISEIIHQLTNQKASIVDDIHSTFDELQKTLNVRKSVLLMELEVNYGLKHKVLQSQLDTLLQGQESIKSCSNFTAQALNHGTETEVLLVKKQMSEKLNELADQDFPLHPRENDQLD.... Result: 0 (no interaction). (3) The protein sequence of the target gene is MSGFDDPGIFYSDSFGGDAQADEGQARKSQLQRRFKEFLRQYRVGTDRTGFTFKYRDELKRHYNLGEYWIEVEMEDLASFDEDLADYLYKQPAEHLQLLEEAAKEVADEVTRPRPSGEEVLQDIQVMLKSDASPSSIRSLKSDMMSHLVKIPGIIIAASAVRAKATRISIQCRSCRNTLTNIAMRPGLEGYALPRKCNTDQAGRPKCPLDPYFIMPDKCKCVDFQTLKLQELPDAVPHGEMPRHMQLYCDRYLCDKVVPGNRVTIMGIYSIKKFGLTTSRGRDRVGVGIRSSYIRVLGIQ.... Result: 1 (interaction). The miRNA is hsa-miR-18a-5p with sequence UAAGGUGCAUCUAGUGCAGAUAG. (4) Result: 1 (interaction). The protein sequence of the target gene is MAADSREEKDGELNVLDDILTEVPEQDDELYNPESEQDKNEKKGSKRKSDRMESTDTKRQKPSVHSRQLVSKPLSSSVSNNKRIVSTKGKSATEYKNEEYQRSERNKRLDADRKIRLSSSASREPYKNQPEKTCVRKRDPERRAKSPTPDGSERIGLEVDRRASRSSQSSKEEVNSEEYGSDHETGSSGSSDEQGNNTENEEEGVEEDVEEDEEVEEDAEEDEEVDEDGEEEEEEEEEEEEEEEEEEEEYEQDERDQKEEGNDYDTRSEASDSGSESVSFTDGSVRSGSGTDGSDEKKKE.... The miRNA is hsa-miR-20a-5p with sequence UAAAGUGCUUAUAGUGCAGGUAG. (5) The miRNA is mmu-miR-34b-5p with sequence AGGCAGUGUAAUUAGCUGAUUGU. The protein sequence of the target gene is MGQRLSGGRSCLDVPGRFLPQPPPPPPPVRRKLALLFAMLCIWLYMFLYSCAGSCTAAPGLLLLGSGSRATHAQPALVTAPNETSPKMPFRAPPANSLAAGKDKTVGAGSQEEQSPEAPDSPSPISSFFSGAGSKQLPQAIIIGVKKGGTRALLEFLRVHPDVRAVGAEPHFFDRSYHKGLAWYRDLMPRTLKGQITMEKTPSYFVTREAPARISAMSKDTKLIVVVRDPVTRAISDYTQTLSKRPDIPSFESLTFRNRSAGLIDTSWSAIQIGLYAKHLEPWLRHFPLGQMLFVSGERL.... Result: 0 (no interaction). (6) The miRNA is hsa-miR-578 with sequence CUUCUUGUGCUCUAGGAUUGU. The protein sequence of the target gene is MTLEEVRGQDTVPESTARMQGAGKALHELLLSAQRQGCLTAGVYESAKVLNVDPDNVTFCVLAAGEEDEGDIALQIHFTLIQAFCCENDIDIVRVGDVQRLAAIVGAGEEAGAPGDLHCILISNPNEDAWKDPALEKLSLFCEESRSVNDWVPSITLPE. Result: 0 (no interaction). (7) The miRNA is hsa-miR-5698 with sequence UGGGGGAGUGCAGUGAUUGUGG. The protein sequence of the target gene is MDHTSPTYMLANLTHLHSEQLLQGLNLLRQHHELCDIILRVGDVKIHAHKVVLASVSPYFKAMFTGNLSEKENSEVEFQCIDETALQAIVEYAYTGTVFISQDTVESLLPAANLLQIKLVLKECCAFLESQLDPGNCIGISRFAETYGCRDLYLAATKYICQNFEAVCQTEEFFELTHADLDEIVSNDCLNVATEETVFYALESWIKYDVQERQKYLAQLLNSVRLPLLSVKFLTRLYEANHLIRDDRTCKHLLNEALKYHFMPEHRLSHQTVLMTRPRCAPKVLCAVGGKSGLFACLDS.... Result: 1 (interaction).